From a dataset of Forward reaction prediction with 1.9M reactions from USPTO patents (1976-2016). Predict the product of the given reaction. (1) Given the reactants [NH2:1][C:2]1[CH:11]=[CH:10][C:5]([C:6]([O:8][CH3:9])=[O:7])=[C:4](Cl)[CH:3]=1.NC1C=CC(C(O)=O)=C([C:23]([F:26])([F:25])[F:24])C=1, predict the reaction product. The product is: [NH2:1][C:2]1[CH:11]=[CH:10][C:5]([C:6]([O:8][CH3:9])=[O:7])=[C:4]([C:23]([F:26])([F:25])[F:24])[CH:3]=1. (2) Given the reactants [Cl:1][C:2]1[CH:27]=[CH:26][C:5]([CH2:6][N:7]2[C:15]3[C:10](=[CH:11][C:12]([CH:16]=[C:17]4[S:21][C:20](SCC)=[N:19][C:18]4=[O:25])=[CH:13][CH:14]=3)[CH:9]=[N:8]2)=[C:4]([C:28]([F:31])([F:30])[F:29])[CH:3]=1.[C:32]([N:36]1[CH2:41][CH2:40][NH:39][CH2:38][CH2:37]1)([CH3:35])([CH3:34])[CH3:33], predict the reaction product. The product is: [C:32]([N:36]1[CH2:41][CH2:40][N:39]([C:20]2[S:21][C:17](=[CH:16][C:12]3[CH:11]=[C:10]4[C:15](=[CH:14][CH:13]=3)[N:7]([CH2:6][C:5]3[CH:26]=[CH:27][C:2]([Cl:1])=[CH:3][C:4]=3[C:28]([F:31])([F:29])[F:30])[N:8]=[CH:9]4)[C:18](=[O:25])[N:19]=2)[CH2:38][CH2:37]1)([CH3:35])([CH3:34])[CH3:33]. (3) Given the reactants Cl[C:2]1[CH:7]=[CH:6][CH:5]=[CH:4][CH:3]=1.[Li].[B:9](OCC)([O:13]CC)[O:10]CC.C(O)C, predict the reaction product. The product is: [C:2]1([B:9]([OH:13])[OH:10])[CH:7]=[CH:6][CH:5]=[CH:4][CH:3]=1. (4) Given the reactants O[CH2:2][C:3]([NH:6][C:7](=[O:22])[C:8]1[C:13]([O:14][CH3:15])=[CH:12][C:11]([C:16]([F:19])([F:18])[F:17])=[CH:10][C:9]=1[O:20][CH3:21])([CH3:5])[CH3:4].S(Cl)(Cl)=O.C(=O)([O-])[O-].[Na+].[Na+], predict the reaction product. The product is: [CH3:21][O:20][C:9]1[CH:10]=[C:11]([C:16]([F:19])([F:18])[F:17])[CH:12]=[C:13]([O:14][CH3:15])[C:8]=1[C:7]1[O:22][CH2:4][C:3]([CH3:2])([CH3:5])[N:6]=1. (5) Given the reactants [CH2:1]([N:3]([CH2:19][CH3:20])[CH2:4][CH2:5][N:6]1[CH2:11][CH2:10][C:9]2[NH:12][C:13]([CH:16]=O)=[C:14]([CH3:15])[C:8]=2[C:7]1=[O:18])[CH3:2].[Cl:21][C:22]1[C:23]([F:38])=[C:24]([C:28]2[CH:36]=[CH:35][CH:34]=[C:33]3[C:29]=2[CH2:30][C:31](=[O:37])[NH:32]3)[CH:25]=[CH:26][CH:27]=1, predict the reaction product. The product is: [Cl:21][C:22]1[C:23]([F:38])=[C:24]([C:28]2[CH:36]=[CH:35][CH:34]=[C:33]3[C:29]=2[C:30](=[CH:16][C:13]2[NH:12][C:9]4[CH2:10][CH2:11][N:6]([CH2:5][CH2:4][N:3]([CH2:19][CH3:20])[CH2:1][CH3:2])[C:7](=[O:18])[C:8]=4[C:14]=2[CH3:15])[C:31](=[O:37])[NH:32]3)[CH:25]=[CH:26][CH:27]=1. (6) Given the reactants [F:1][C:2]([F:6])([F:5])[CH:3]=[CH2:4].C(=O)(O)[O-].[Na+].Cl/[C:13](=[N:19]\[OH:20])/[C:14]([O:16][CH2:17][CH3:18])=[O:15], predict the reaction product. The product is: [F:1][C:2]([F:6])([F:5])[CH:3]1[O:20][N:19]=[C:13]([C:14]([O:16][CH2:17][CH3:18])=[O:15])[CH2:4]1.